From a dataset of Forward reaction prediction with 1.9M reactions from USPTO patents (1976-2016). Predict the product of the given reaction. (1) Given the reactants C(=O)([O-])[O-].[K+].[K+].Br[C:8]1[CH:22]=[CH:21][C:11]([C:12]([NH:14][CH:15]([CH3:20])[C:16]([O:18]C)=[O:17])=[O:13])=[C:10]([F:23])[CH:9]=1.CC1(C)C(C)(C)OB([C:32]2[CH:33]=[N:34][C:35]([NH2:38])=[N:36][CH:37]=2)O1, predict the reaction product. The product is: [NH2:38][C:35]1[N:36]=[CH:37][C:32]([C:8]2[CH:22]=[CH:21][C:11]([C:12]([NH:14][CH:15]([CH3:20])[C:16]([OH:18])=[O:17])=[O:13])=[C:10]([F:23])[CH:9]=2)=[CH:33][N:34]=1. (2) The product is: [Br:1][CH:2]1[CH2:5][C:4]2([O:9][CH2:8][CH2:7][O:6]2)[CH2:3]1. Given the reactants [Br:1][CH:2]1[CH2:5][C:4](=[O:6])[CH2:3]1.[CH2:7](O)[CH2:8][OH:9].CC1C=CC(S([O-])(=O)=O)=CC=1.C1C=C[NH+]=CC=1, predict the reaction product.